Dataset: Full USPTO retrosynthesis dataset with 1.9M reactions from patents (1976-2016). Task: Predict the reactants needed to synthesize the given product. Given the product [CH3:8][C:9]1[N:13]([C:14]2[CH:19]=[CH:18][C:17]([C:20]([F:22])([F:23])[F:21])=[CH:16][N:15]=2)[N:12]=[CH:11][C:10]=1[C:24]([NH:26][C:27]1[CH:28]=[N:29][C:30]([C:34]2[CH2:35][CH2:36][N:37]([S:4]([CH:1]([CH3:3])[CH3:2])(=[O:6])=[O:5])[CH2:38][CH:39]=2)=[C:31]([CH3:33])[CH:32]=1)=[O:25], predict the reactants needed to synthesize it. The reactants are: [CH:1]([S:4](Cl)(=[O:6])=[O:5])([CH3:3])[CH3:2].[CH3:8][C:9]1[N:13]([C:14]2[CH:19]=[CH:18][C:17]([C:20]([F:23])([F:22])[F:21])=[CH:16][N:15]=2)[N:12]=[CH:11][C:10]=1[C:24]([NH:26][C:27]1[CH:28]=[N:29][C:30]([C:34]2[CH2:35][CH2:36][NH:37][CH2:38][CH:39]=2)=[C:31]([CH3:33])[CH:32]=1)=[O:25].C(=O)([O-])[O-].[K+].[K+].O.